This data is from Peptide-MHC class II binding affinity with 134,281 pairs from IEDB. The task is: Regression. Given a peptide amino acid sequence and an MHC pseudo amino acid sequence, predict their binding affinity value. This is MHC class II binding data. (1) The peptide sequence is LEVTEVFNFSQDDLL. The MHC is DRB1_0301 with pseudo-sequence DRB1_0301. The binding affinity (normalized) is 0.125. (2) The peptide sequence is TVPRTKYTATISGLK. The MHC is DRB1_1001 with pseudo-sequence DRB1_1001. The binding affinity (normalized) is 0.326. (3) The peptide sequence is LKTRPILSPLTKGIL. The binding affinity (normalized) is 0.639. The MHC is HLA-DPA10201-DPB10501 with pseudo-sequence HLA-DPA10201-DPB10501. (4) The peptide sequence is VDGMAWFTPVGLAVD. The MHC is DRB1_1302 with pseudo-sequence DRB1_1302. The binding affinity (normalized) is 0.259. (5) The peptide sequence is KEPIVGAETFYVDGA. The MHC is H-2-IAb with pseudo-sequence H-2-IAb. The binding affinity (normalized) is 0.209. (6) The peptide sequence is PPFSRVVHLYRNGKD. The MHC is HLA-DPA10103-DPB10401 with pseudo-sequence HLA-DPA10103-DPB10401. The binding affinity (normalized) is 0.0517. (7) The peptide sequence is DFLELLRYLAVELLP. The MHC is HLA-DPA10201-DPB10101 with pseudo-sequence HLA-DPA10201-DPB10101. The binding affinity (normalized) is 0.456.